Dataset: Forward reaction prediction with 1.9M reactions from USPTO patents (1976-2016). Task: Predict the product of the given reaction. Given the reactants Br[CH2:2][C:3]([O:5][CH3:6])=[O:4].[NH2:7][CH:8]1[CH2:13][CH2:12][N:11]([C:14](=[O:44])[CH2:15][N:16]2[CH:20]=[C:19]([NH:21][C:22]([C:24]3[CH:25]=[N:26][N:27]4[CH:32]=[CH:31][CH:30]=[N:29][C:28]=34)=[O:23])[C:18]([C:33]3[CH:38]=[C:37]([Cl:39])[CH:36]=[CH:35][C:34]=3[O:40][CH:41]([F:43])[F:42])=[N:17]2)[CH2:10][CH2:9]1.C(=O)([O-])[O-].[K+].[K+], predict the reaction product. The product is: [Cl:39][C:37]1[CH:36]=[CH:35][C:34]([O:40][CH:41]([F:42])[F:43])=[C:33]([C:18]2[C:19]([NH:21][C:22]([C:24]3[CH:25]=[N:26][N:27]4[CH:32]=[CH:31][CH:30]=[N:29][C:28]=34)=[O:23])=[CH:20][N:16]([CH2:15][C:14]([N:11]3[CH2:10][CH2:9][CH:8]([NH:7][CH2:2][C:3]([O:5][CH3:6])=[O:4])[CH2:13][CH2:12]3)=[O:44])[N:17]=2)[CH:38]=1.